From a dataset of Forward reaction prediction with 1.9M reactions from USPTO patents (1976-2016). Predict the product of the given reaction. (1) Given the reactants [Cl:1][C:2]1[C:6]([C:7](Cl)=[O:8])=[C:5]([Cl:10])[N:4]([CH3:11])[N:3]=1.[CH3:12][C:13]1([C:19]2[S:20][CH:21]=[C:22]([CH2:24][P:25](=[O:32])([O:29][CH2:30][CH3:31])[O:26][CH2:27][CH3:28])[N:23]=2)[CH2:18][CH2:17][CH2:16][CH2:15][CH2:14]1.CC(C)([O-])C.[K+].O, predict the reaction product. The product is: [Cl:1][C:2]1[C:6]([C:7](=[O:8])[CH:24]([C:22]2[N:23]=[C:19]([C:13]3([CH3:12])[CH2:18][CH2:17][CH2:16][CH2:15][CH2:14]3)[S:20][CH:21]=2)[P:25]([O:29][CH2:30][CH3:31])([O:26][CH2:27][CH3:28])=[O:32])=[C:5]([Cl:10])[N:4]([CH3:11])[N:3]=1. (2) Given the reactants [F:1][B-:2]([F:5])([F:4])[F:3].[NH+]1C=CC=CC=1.[CH3:12][N:13]([CH3:19])/[CH:14]=[CH:15]/[C:16](=[O:18])[CH3:17].[CH3:20][N:21]([CH3:26])[CH:22]=[CH:23][CH:24]=O, predict the reaction product. The product is: [F:1][B-:2]([F:5])([F:4])[F:3].[CH3:12][N:13]([CH3:19])[CH:14]=[C:15]([C:16](=[O:18])[CH3:17])[CH:24]=[CH:23][CH:22]=[N+:21]([CH3:26])[CH3:20]. (3) Given the reactants C(NC(C)C)(C)C.C([Li])CCC.[F:13][C:14]1[C:19]([O:20][CH3:21])=[CH:18][C:17]([O:22][CH3:23])=[C:16]([F:24])[C:15]=1[CH2:25][CH2:26][C:27]1[N:28]=[C:29]2[CH:35]=[CH:34][N:33]([S:36]([C:39]3[CH:44]=[CH:43][CH:42]=[CH:41][CH:40]=3)(=[O:38])=[O:37])[C:30]2=[N:31][CH:32]=1.[Br:45]C(Cl)(Cl)C(Br)(Cl)Cl, predict the reaction product. The product is: [Br:45][C:34]1[N:33]([S:36]([C:39]2[CH:44]=[CH:43][CH:42]=[CH:41][CH:40]=2)(=[O:38])=[O:37])[C:30]2=[N:31][CH:32]=[C:27]([CH2:26][CH2:25][C:15]3[C:16]([F:24])=[C:17]([O:22][CH3:23])[CH:18]=[C:19]([O:20][CH3:21])[C:14]=3[F:13])[N:28]=[C:29]2[CH:35]=1. (4) Given the reactants [N+:1]([C:4]1[CH:12]=[C:11]2[C:7]([CH:8]=[N:9][NH:10]2)=[CH:6][CH:5]=1)([O-:3])=[O:2].C(#N)C.[B-](F)(F)(F)[F:17].[B-](F)(F)(F)F.C1[N+]2(CCl)CC[N+](F)(CC2)C1, predict the reaction product. The product is: [F:17][C:8]1[C:7]2[C:11](=[CH:12][C:4]([N+:1]([O-:3])=[O:2])=[CH:5][CH:6]=2)[NH:10][N:9]=1. (5) Given the reactants [OH:1][C:2]1[C:3]2[C:13]([C:14]3[CH:19]=[CH:18][C:17]([C:20]#[C:21][CH2:22][CH2:23][CH2:24][OH:25])=[CH:16][CH:15]=3)=[CH:12][S:11][C:4]=2[NH:5][C:6](=[O:10])[C:7]=1[C:8]#[N:9], predict the reaction product. The product is: [OH:1][C:2]1[C:3]2[C:13]([C:14]3[CH:19]=[CH:18][C:17]([CH2:20][CH2:21][CH2:22][CH2:23][CH2:24][OH:25])=[CH:16][CH:15]=3)=[CH:12][S:11][C:4]=2[NH:5][C:6](=[O:10])[C:7]=1[C:8]#[N:9]. (6) The product is: [CH3:1][O:2][C:3](=[O:31])[CH2:4][O:5][C:6]1[CH:15]=[CH:14][C:13]([F:16])=[C:12]2[C:7]=1[C:8]([CH3:30])=[C:9]([CH2:18][C:19]1[CH:24]=[CH:23][C:22]([S:25]([CH2:28][CH3:29])(=[O:27])=[O:26])=[CH:21][CH:20]=1)[C:10]([O:17][CH:44]([F:46])[F:45])=[N:11]2. Given the reactants [CH3:1][O:2][C:3](=[O:31])[CH2:4][O:5][C:6]1[CH:15]=[CH:14][C:13]([F:16])=[C:12]2[C:7]=1[C:8]([CH3:30])=[C:9]([CH2:18][C:19]1[CH:24]=[CH:23][C:22]([S:25]([CH2:28][CH3:29])(=[O:27])=[O:26])=[CH:21][CH:20]=1)[C:10](=[O:17])[NH:11]2.CN(C)C=O.C(=O)([O-])[O-].[K+].[K+].Cl[C:44](OC(=O)C)([F:46])[F:45], predict the reaction product. (7) Given the reactants [C:1]([O:5][C:6](=[O:25])[NH:7][C:8]1[CH:13]=[C:12]([N:14]2[CH2:19][CH2:18][O:17][CH2:16][CH2:15]2)[C:11]([C:20]#[N:21])=[CH:10][C:9]=1[N+:22]([O-])=O)([CH3:4])([CH3:3])[CH3:2].O.O.Cl[Sn]Cl, predict the reaction product. The product is: [C:1]([O:5][C:6](=[O:25])[NH:7][C:8]1[CH:13]=[C:12]([N:14]2[CH2:15][CH2:16][O:17][CH2:18][CH2:19]2)[C:11]([C:20]#[N:21])=[CH:10][C:9]=1[NH2:22])([CH3:4])([CH3:2])[CH3:3].